Dataset: Catalyst prediction with 721,799 reactions and 888 catalyst types from USPTO. Task: Predict which catalyst facilitates the given reaction. (1) Reactant: [F:1][C:2]1[CH:31]=[CH:30][C:5]([C:6]([NH:8][C:9]([CH3:29])([CH3:28])[C:10]([NH:12][C:13]2[S:14][C:15]([C:25]([OH:27])=O)=[C:16]([C:18]3[CH:23]=[CH:22][C:21]([F:24])=[CH:20][CH:19]=3)[N:17]=2)=[O:11])=[O:7])=[CH:4][CH:3]=1.[CH:32]1([C:35]([NH:37][NH2:38])=O)[CH2:34][CH2:33]1.CN(C(ON1N=NC2C=CC=NC1=2)=[N+](C)C)C.F[P-](F)(F)(F)(F)F.CC[N+](S(N=C(OC)[O-])(=O)=O)(CC)CC. Product: [CH:32]1([C:35]2[O:27][C:25]([C:15]3[S:14][C:13]([NH:12][C:10]([C:9]([NH:8][C:6](=[O:7])[C:5]4[CH:4]=[CH:3][C:2]([F:1])=[CH:31][CH:30]=4)([CH3:29])[CH3:28])=[O:11])=[N:17][C:16]=3[C:18]3[CH:19]=[CH:20][C:21]([F:24])=[CH:22][CH:23]=3)=[N:38][N:37]=2)[CH2:34][CH2:33]1. The catalyst class is: 1. (2) Reactant: [F:1][C:2]1[CH:19]=[CH:18][C:5]([CH:6]=[N:7][C:8]2[CH:16]=[CH:15][CH:14]=[C:13]3[C:9]=2[CH2:10][O:11][C:12]3=[O:17])=[CH:4][CH:3]=1.[CH3:20][N:21]1[C:25]([CH:26]=O)=[N:24][CH:23]=[N:22]1.[O-:28][CH2:29][CH3:30].[Na+]. Product: [F:1][C:2]1[CH:3]=[CH:4][C:5]([CH:6]2[CH:26]([C:25]3[N:21]([CH3:20])[N:22]=[CH:23][N:24]=3)[C:29](=[O:28])[C:30]3[C:13]([C:12]([O:11][CH2:10][CH3:9])=[O:17])=[CH:14][CH:15]=[CH:16][C:8]=3[NH:7]2)=[CH:18][CH:19]=1. The catalyst class is: 567. (3) Reactant: [F:1][C:2]([F:14])([F:13])[C:3]1[CH:8]=[CH:7][C:6]([S:9][CH2:10][CH2:11][OH:12])=[CH:5][CH:4]=1.N1C=CC=CC=1.Cl[C:22]([O:24][C:25]1[CH:30]=[CH:29][C:28]([N+:31]([O-:33])=[O:32])=[CH:27][CH:26]=1)=[O:23]. Product: [F:14][C:2]([F:13])([F:1])[C:3]1[CH:8]=[CH:7][C:6]([S:9][CH2:10][CH2:11][O:12][C:22](=[O:23])[O:24][C:25]2[CH:26]=[CH:27][C:28]([N+:31]([O-:33])=[O:32])=[CH:29][CH:30]=2)=[CH:5][CH:4]=1. The catalyst class is: 2. (4) Reactant: [C:1]([O:5][C:6]([NH:8][CH2:9][C:10]1[C:11]([CH2:34][CH:35]([CH3:37])[CH3:36])=[N:12][C:13]2[C:18]([C:19]=1[C:20]1[CH:25]=[CH:24][C:23]([CH3:26])=[CH:22][CH:21]=1)=[CH:17][C:16]([O:27][CH2:28][CH2:29][CH2:30][C:31](O)=[O:32])=[CH:15][CH:14]=2)=[O:7])([CH3:4])([CH3:3])[CH3:2].Cl.[CH2:39]([N:41]=C=NCCCN(C)C)C.[NH4+].ON1C2C=CC=CC=2N=N1.CN(C)C=O. Product: [CH:28]([O:27][CH:16]([CH3:15])[CH3:17])([CH3:29])[CH3:39].[NH2:41][C:31](=[O:32])[CH2:30][CH2:29][CH2:28][O:27][C:16]1[CH:17]=[C:18]2[C:13](=[CH:14][CH:15]=1)[N:12]=[C:11]([CH2:34][CH:35]([CH3:36])[CH3:37])[C:10]([CH2:9][NH:8][C:6](=[O:7])[O:5][C:1]([CH3:2])([CH3:3])[CH3:4])=[C:19]2[C:20]1[CH:21]=[CH:22][C:23]([CH3:26])=[CH:24][CH:25]=1. The catalyst class is: 6. (5) Reactant: [CH3:1][C:2]1([CH3:16])[C:6]([CH3:8])([CH3:7])[O:5][B:4]([C:9]2[CH:15]=[CH:14][C:12]([NH2:13])=[CH:11][CH:10]=2)[O:3]1.N1C=CC=CC=1.Cl[C:24]([O:26][CH3:27])=[O:25]. Product: [CH3:27][O:26][C:24](=[O:25])[NH:13][C:12]1[CH:14]=[CH:15][C:9]([B:4]2[O:3][C:2]([CH3:16])([CH3:1])[C:6]([CH3:7])([CH3:8])[O:5]2)=[CH:10][CH:11]=1. The catalyst class is: 839. (6) Reactant: [Cl:1][C:2]1[CH:7]=[CH:6][C:5]([CH:8]([C:20]2[CH:21]=[C:22]([CH:28]=[CH:29][CH:30]=2)[C:23]([O:25][CH2:26][CH3:27])=[O:24])[CH2:9][C:10]([C:12]2[CH:13]=[N:14][C:15]([O:18]C)=[CH:16][CH:17]=2)=[O:11])=[C:4]([F:31])[CH:3]=1.Cl. Product: [Cl:1][C:2]1[CH:7]=[CH:6][C:5]([CH:8]([C:20]2[CH:21]=[C:22]([CH:28]=[CH:29][CH:30]=2)[C:23]([O:25][CH2:26][CH3:27])=[O:24])[CH2:9][C:10](=[O:11])[C:12]2[CH:17]=[CH:16][C:15](=[O:18])[NH:14][CH:13]=2)=[C:4]([F:31])[CH:3]=1. The catalyst class is: 12. (7) The catalyst class is: 525. Product: [C:40]([Si:37]([CH3:39])([CH3:38])[O:36][C@H:35]([C:44]1[CH:53]=[CH:52][C:51]([OH:54])=[C:50]2[C:45]=1[CH:46]=[CH:47][C:48](=[O:55])[NH:49]2)[CH2:34][NH:33][CH2:23][CH2:22][CH2:21][CH2:20][CH2:19][CH2:18][CH2:17][CH2:16][CH2:15][N:14]([CH2:13][C:10]1[O:9][C:8]([C:7]([CH:26]2[CH2:27][CH2:28][CH2:29][CH2:30][CH2:31]2)([OH:32])[C:1]2[CH:6]=[CH:5][CH:4]=[CH:3][CH:2]=2)=[N:12][CH:11]=1)[CH3:25])([CH3:43])([CH3:42])[CH3:41]. Reactant: [CH:1]1([C:7]([OH:32])([C:26]2[CH:31]=[CH:30][CH:29]=[CH:28][CH:27]=2)[C:8]2[O:9][C:10]([CH2:13][N:14]([CH3:25])[CH2:15][CH2:16][CH2:17][CH2:18][CH2:19][CH2:20][CH2:21][CH2:22][CH:23]=O)=[CH:11][N:12]=2)[CH2:6][CH2:5][CH2:4][CH2:3][CH2:2]1.[NH2:33][CH2:34][C@@H:35]([C:44]1[CH:53]=[CH:52][C:51]([OH:54])=[C:50]2[C:45]=1[CH:46]=[CH:47][C:48](=[O:55])[NH:49]2)[O:36][Si:37]([C:40]([CH3:43])([CH3:42])[CH3:41])([CH3:39])[CH3:38].C(O[BH-](OC(=O)C)OC(=O)C)(=O)C.[Na+].N. (8) Reactant: Br[C:2]1[CH:10]=[C:9]2[C:5]([CH:6]=[CH:7][N:8]2[S:11]([C:14]2[CH:19]=[CH:18][C:17]([CH3:20])=[CH:16][CH:15]=2)(=[O:13])=[O:12])=[CH:4][CH:3]=1.C([O-])([O-])=O.[Cs+].[Cs+].CC(OC1C=CC=C(OC(C)C)C=1C1C(P(C2CCCCC2)C2CCCCC2)=CC=CC=1)C.[CH3:60][N:61]1[CH2:66][CH2:65][NH:64][CH2:63][CH2:62]1. Product: [CH3:60][N:61]1[CH2:66][CH2:65][N:64]([C:2]2[CH:10]=[C:9]3[C:5]([CH:6]=[CH:7][N:8]3[S:11]([C:14]3[CH:19]=[CH:18][C:17]([CH3:20])=[CH:16][CH:15]=3)(=[O:13])=[O:12])=[CH:4][CH:3]=2)[CH2:63][CH2:62]1. The catalyst class is: 187.